Dataset: Reaction yield outcomes from USPTO patents with 853,638 reactions. Task: Predict the reaction yield, written as a fraction of the theoretical maximum amount of product (1.0 means a 100% yield; for example, 0.34 means a 34% yield). (1) The reactants are [F:1][C:2]1C=CC(C#N)=[N:6][C:7]=1[CH3:8].[CH2:11]1[CH2:15][O:14][CH2:13][CH2:12]1.[CH3:16][Mg+].[Br-].[BH4-].[Na+]. The catalyst is CCOCC. The product is [F:1][C:2]1[CH:13]=[CH:12][C:11]([CH:15]([OH:14])[CH3:16])=[N:6][C:7]=1[CH3:8]. The yield is 0.220. (2) The catalyst is ClCCl. The reactants are Cl[C:2]1[CH:11]=[C:10]([Cl:12])[C:9]2[C:4](=[CH:5][C:6]([O:13][CH3:14])=[CH:7][CH:8]=2)[N:3]=1.[CH:15]([NH:18][C:19]1[CH:23]=[CH:22][NH:21][N:20]=1)([CH3:17])[CH3:16]. The product is [Cl:12][C:10]1[C:9]2[C:4](=[CH:5][C:6]([O:13][CH3:14])=[CH:7][CH:8]=2)[N:3]=[C:2]([N:21]2[CH:22]=[CH:23][C:19]([NH:18][CH:15]([CH3:17])[CH3:16])=[N:20]2)[CH:11]=1. The yield is 0.820.